From a dataset of NCI-60 drug combinations with 297,098 pairs across 59 cell lines. Regression. Given two drug SMILES strings and cell line genomic features, predict the synergy score measuring deviation from expected non-interaction effect. (1) Drug 1: COC1=C(C=C2C(=C1)N=CN=C2NC3=CC(=C(C=C3)F)Cl)OCCCN4CCOCC4. Drug 2: C1=NC2=C(N=C(N=C2N1C3C(C(C(O3)CO)O)F)Cl)N. Cell line: DU-145. Synergy scores: CSS=43.7, Synergy_ZIP=-0.490, Synergy_Bliss=-0.601, Synergy_Loewe=0.479, Synergy_HSA=3.21. (2) Drug 1: CN(C)C1=NC(=NC(=N1)N(C)C)N(C)C. Drug 2: CCC(=C(C1=CC=CC=C1)C2=CC=C(C=C2)OCCN(C)C)C3=CC=CC=C3.C(C(=O)O)C(CC(=O)O)(C(=O)O)O. Cell line: MOLT-4. Synergy scores: CSS=-15.7, Synergy_ZIP=1.54, Synergy_Bliss=-13.6, Synergy_Loewe=-20.2, Synergy_HSA=-18.3. (3) Cell line: OVCAR-5. Drug 2: C1=CC=C(C(=C1)C(C2=CC=C(C=C2)Cl)C(Cl)Cl)Cl. Drug 1: CCC1=C2CN3C(=CC4=C(C3=O)COC(=O)C4(CC)O)C2=NC5=C1C=C(C=C5)O. Synergy scores: CSS=24.6, Synergy_ZIP=0.886, Synergy_Bliss=9.08, Synergy_Loewe=-84.4, Synergy_HSA=0.249. (4) Drug 1: CCC1(CC2CC(C3=C(CCN(C2)C1)C4=CC=CC=C4N3)(C5=C(C=C6C(=C5)C78CCN9C7C(C=CC9)(C(C(C8N6C=O)(C(=O)OC)O)OC(=O)C)CC)OC)C(=O)OC)O.OS(=O)(=O)O. Drug 2: C1CN1C2=NC(=NC(=N2)N3CC3)N4CC4. Cell line: OVCAR-5. Synergy scores: CSS=33.0, Synergy_ZIP=-6.52, Synergy_Bliss=-2.05, Synergy_Loewe=-4.80, Synergy_HSA=-4.37.